Dataset: Full USPTO retrosynthesis dataset with 1.9M reactions from patents (1976-2016). Task: Predict the reactants needed to synthesize the given product. (1) Given the product [O:34]=[C:21]1[C:22]2[C:27]3[C:26](=[CH:33][CH:32]=[CH:31][C:28]=3[C:29](=[O:30])[N:20]1[CH2:19][CH2:18][CH2:17][NH:12][S:11]([C:6]1[CH:7]=[CH:8][CH:9]=[CH:10][C:5]=1[C:4]([OH:3])=[O:15])(=[O:13])=[O:14])[CH:25]=[CH:24][CH:23]=2, predict the reactants needed to synthesize it. The reactants are: C([O:3][C:4](=[O:15])[C:5]1[CH:10]=[CH:9][CH:8]=[CH:7][C:6]=1[S:11](=[O:14])(=[O:13])[NH2:12])C.Br[CH2:17][CH2:18][CH2:19][N:20]1[C:29](=[O:30])[C:28]2[CH:31]=[CH:32][CH:33]=[C:26]3[C:27]=2[C:22](=[CH:23][CH:24]=[CH:25]3)[C:21]1=[O:34]. (2) The reactants are: [CH2:1]1[C@@H:6]([C:7]#[N:8])[N:5]([C:9]([C@@H:11]([NH2:23])[C:12]23[CH2:21][C:19]4([OH:22])[CH2:20][CH:14]([CH2:15][CH:16]([CH2:18]4)[CH2:17]2)[CH2:13]3)=[O:10])[C@@H:4]2[C@H:2]1[CH2:3]2.[ClH:24].C(OCCCC)(=O)C. Given the product [CH2:1]1[C@@H:6]([C:7]#[N:8])[N:5]([C:9]([C@@H:11]([NH2:23])[C:12]23[CH2:21][C:19]4([OH:22])[CH2:20][CH:14]([CH2:15][CH:16]([CH2:18]4)[CH2:17]2)[CH2:13]3)=[O:10])[C@@H:4]2[C@H:2]1[CH2:3]2.[ClH:24], predict the reactants needed to synthesize it. (3) The reactants are: [F:1][C:2]1[CH:3]=[C:4]2[C:8](=[C:9]([CH2:12][OH:13])[C:10]=1[F:11])[CH:7]([O:14]COCC[Si](C)(C)C)[CH2:6][CH2:5]2.O=S(Cl)Cl.[CH3:27]C#N. Given the product [F:1][C:2]1[CH:3]=[C:4]2[C:8](=[C:9]([CH2:12][O:13][CH3:27])[C:10]=1[F:11])[CH:7]([OH:14])[CH2:6][CH2:5]2, predict the reactants needed to synthesize it.